Dataset: Full USPTO retrosynthesis dataset with 1.9M reactions from patents (1976-2016). Task: Predict the reactants needed to synthesize the given product. (1) Given the product [C:22]([N:25]1[CH2:26][CH2:27][CH:28]([C:31]([NH:1][C:2]2[CH:3]=[C:4]3[C:20](=[O:21])[NH:19][N:18]=[CH:17][C:6]4=[C:7]([C:11]5[CH:12]=[CH:13][CH:14]=[CH:15][CH:16]=5)[NH:8][C:9]([CH:10]=2)=[C:5]34)=[O:32])[CH2:29][CH2:30]1)(=[O:24])[CH3:23], predict the reactants needed to synthesize it. The reactants are: [NH2:1][C:2]1[CH:3]=[C:4]2[C:20](=[O:21])[NH:19][N:18]=[CH:17][C:6]3=[C:7]([C:11]4[CH:16]=[CH:15][CH:14]=[CH:13][CH:12]=4)[NH:8][C:9]([CH:10]=1)=[C:5]23.[C:22]([N:25]1[CH2:30][CH2:29][CH:28]([C:31](O)=[O:32])[CH2:27][CH2:26]1)(=[O:24])[CH3:23].C(N(CC)CC)C.F[P-](F)(F)(F)(F)F.N1(OC(N(C)C)=[N+](C)C)C2N=CC=CC=2N=N1. (2) Given the product [Cl:31][C:27]1[CH:26]=[C:25]([NH:24][C:23]([C:20]2[CH:21]=[CH:22][C:16]3[N:15]=[C:14]([C:10]4[C:9]([CH3:33])=[CH:8][C:7]([O:6][CH2:5][C:4]([OH:34])=[O:3])=[CH:12][C:11]=4[CH3:13])[NH:18][C:17]=3[CH:19]=2)=[O:32])[CH:30]=[CH:29][CH:28]=1, predict the reactants needed to synthesize it. The reactants are: C([O:3][C:4](=[O:34])[CH2:5][O:6][C:7]1[CH:12]=[C:11]([CH3:13])[C:10]([C:14]2[NH:18][C:17]3[CH:19]=[C:20]([C:23](=[O:32])[NH:24][C:25]4[CH:30]=[CH:29][CH:28]=[C:27]([Cl:31])[CH:26]=4)[CH:21]=[CH:22][C:16]=3[N:15]=2)=[C:9]([CH3:33])[CH:8]=1)C. (3) Given the product [S:25]([O:1][CH2:2][CH:3]1[CH2:7][CH2:6][N:5]([C:8]([O:10][CH2:11][C:12]2[CH:13]=[CH:14][CH:15]=[CH:16][CH:17]=2)=[O:9])[CH2:4]1)([C:28]1[CH:34]=[CH:33][C:31]([CH3:32])=[CH:30][CH:29]=1)(=[O:27])=[O:26], predict the reactants needed to synthesize it. The reactants are: [OH:1][CH2:2][CH:3]1[CH2:7][CH2:6][N:5]([C:8]([O:10][CH2:11][C:12]2[CH:17]=[CH:16][CH:15]=[CH:14][CH:13]=2)=[O:9])[CH2:4]1.C(N(CC)CC)C.[S:25](Cl)([C:28]1[CH:34]=[CH:33][C:31]([CH3:32])=[CH:30][CH:29]=1)(=[O:27])=[O:26].C(OCC)(=O)C.CCCCCC. (4) Given the product [F:28][C:5]1[C:6]([N:8]([C:16]2[CH:21]=[CH:20][CH:19]=[C:18]([N:22]([OH:27])[C:23](=[O:26])[CH:24]=[CH2:25])[CH:17]=2)[C:9](=[O:15])[O:10][C:11]([CH3:14])([CH3:13])[CH3:12])=[N:7][C:2]([NH:38][C:37]2[CH:36]=[CH:35][C:34]([O:33][CH2:32][CH2:31][O:30][CH3:29])=[CH:40][CH:39]=2)=[N:3][CH:4]=1, predict the reactants needed to synthesize it. The reactants are: Cl[C:2]1[N:7]=[C:6]([N:8]([C:16]2[CH:21]=[CH:20][CH:19]=[C:18]([N:22]([OH:27])[C:23](=[O:26])[CH:24]=[CH2:25])[CH:17]=2)[C:9](=[O:15])[O:10][C:11]([CH3:14])([CH3:13])[CH3:12])[C:5]([F:28])=[CH:4][N:3]=1.[CH3:29][O:30][CH2:31][CH2:32][O:33][C:34]1[CH:40]=[CH:39][C:37]([NH2:38])=[CH:36][CH:35]=1.CCCCCC.C(OCC)(=O)C.O. (5) Given the product [CH2:39]([C:34]1[C:35]([N+:36]([O-:38])=[O:37])=[C:31]2[C:30]([O:41][CH3:42])=[CH:29][CH:28]=[C:27]([C:5]3[C:6]([CH3:8])=[CH:7][C:2]([CH3:1])=[CH:3][C:4]=3[O:13][CH3:14])[N:32]2[N:33]=1)[CH3:40], predict the reactants needed to synthesize it. The reactants are: [CH3:1][C:2]1[CH:7]=[C:6]([CH3:8])[C:5](OB(O)O)=[C:4]([O:13][CH3:14])[CH:3]=1.O.O.O.O.O.O.O.O.[OH-].[Ba+2].[OH-].Br[C:27]1[N:32]2[N:33]=[C:34]([CH2:39][CH3:40])[C:35]([N+:36]([O-:38])=[O:37])=[C:31]2[C:30]([O:41][CH3:42])=[CH:29][CH:28]=1. (6) Given the product [Cl:1][C:2]1[CH:7]=[CH:6][C:5]([S:8]([N:11]2[CH:19]3[CH2:20][CH2:21][CH2:22][CH:12]2[C:13]2[C:17]([CH2:18]3)=[N:16][N:15]([C:23](=[O:25])[CH3:24])[CH:14]=2)(=[O:9])=[O:10])=[CH:4][CH:3]=1, predict the reactants needed to synthesize it. The reactants are: [Cl:1][C:2]1[CH:7]=[CH:6][C:5]([S:8]([N:11]2[CH:19]3[CH2:20][CH2:21][CH2:22][CH:12]2[C:13]2[CH:14]=[N:15][NH:16][C:17]=2[CH2:18]3)(=[O:10])=[O:9])=[CH:4][CH:3]=1.[C:23](Cl)(=[O:25])[CH3:24]. (7) Given the product [Cl:13][C:14]1[CH:19]=[CH:18][C:17]([C:20]2[CH:21]=[CH:22][C:23]([C:26]#[C:27][C:28]3[CH:29]=[C:30]4[C:35](=[CH:36][CH:37]=3)[N:34]([S:9]([CH3:8])(=[O:11])=[O:10])[CH:2]([CH2:1][N:3]3[CH2:6][CH2:7][CH2:5][CH2:4]3)[CH2:32][CH2:31]4)=[N:24][CH:25]=2)=[CH:16][CH:15]=1, predict the reactants needed to synthesize it. The reactants are: [CH2:1]([N:3]([CH2:6][CH3:7])[CH2:4][CH3:5])[CH3:2].[CH3:8][S:9](Cl)(=[O:11])=[O:10].[Cl:13][C:14]1[CH:19]=[CH:18][C:17]([C:20]2[CH:21]=[CH:22][C:23]([C:26]#[C:27][C:28]3[CH:29]=[C:30]4[C:35](=[CH:36][CH:37]=3)[N:34](C)C(N3CCCC3)[CH2:32][CH2:31]4)=[N:24][CH:25]=2)=[CH:16][CH:15]=1. (8) The reactants are: [O:1]=[C:2]1[C:6]([C:13]2[CH:18]=[CH:17][CH:16]=[CH:15][CH:14]=2)([C:7]2[CH:12]=[CH:11][CH:10]=[CH:9][CH:8]=2)[CH2:5][CH2:4][N:3]1[CH2:19][C:20]([OH:22])=O.FC1C=CC(C2(C3C=CC(F)=CC=3)CCN(CC(O)=O)C2=O)=CC=1.O[NH:48]/[C:49](=[N:60]\[H])/[C:50]1[CH:55]=[C:54]([C:56]([F:59])([F:58])[F:57])[CH:53]=[N:52][CH:51]=1.ON/C(=N\[H])/C1C=CC(C(F)(F)F)=CC=1. Given the product [C:7]1([C:6]2([C:13]3[CH:18]=[CH:17][CH:16]=[CH:15][CH:14]=3)[CH2:5][CH2:4][N:3]([CH2:19][C:20]3[O:22][N:60]=[C:49]([C:50]4[CH:51]=[N:52][CH:53]=[C:54]([C:56]([F:59])([F:57])[F:58])[CH:55]=4)[N:48]=3)[C:2]2=[O:1])[CH:12]=[CH:11][CH:10]=[CH:9][CH:8]=1, predict the reactants needed to synthesize it. (9) Given the product [O:32]1[C:37]2[CH:38]=[CH:39][CH:40]=[C:41]([S:42]([N:5]3[C:6]([C:7]4[CH:12]=[CH:11][CH:10]=[CH:9][CH:8]=4)=[C:2]([CH3:1])[C:3]([CH:13]=[O:14])=[CH:4]3)(=[O:44])=[O:43])[C:36]=2[O:35][CH2:34][CH2:33]1, predict the reactants needed to synthesize it. The reactants are: [CH3:1][C:2]1[C:3]([CH:13]=[O:14])=[CH:4][NH:5][C:6]=1[C:7]1[CH:12]=[CH:11][CH:10]=[CH:9][CH:8]=1.[H-].[Na+].C1OCCOCCOCCOCCOC1.[O:32]1[C:37]2[CH:38]=[CH:39][CH:40]=[C:41]([S:42](Cl)(=[O:44])=[O:43])[C:36]=2[O:35][CH2:34][CH2:33]1.